Task: Predict the product of the given reaction.. Dataset: Forward reaction prediction with 1.9M reactions from USPTO patents (1976-2016) (1) The product is: [CH3:19][O:20][C:21](=[O:26])[C:22]([NH:25][C:15]([C:6]1[CH:7]=[CH:8][C:9]2[CH2:10][CH2:11][CH2:12][CH2:13][C:14]=2[C:5]=1[O:4][CH2:3][O:2][CH3:1])=[O:17])([CH3:24])[CH3:23]. Given the reactants [CH3:1][O:2][CH2:3][O:4][C:5]1[C:14]2[CH2:13][CH2:12][CH2:11][CH2:10][C:9]=2[CH:8]=[CH:7][C:6]=1[C:15]([OH:17])=O.Cl.[CH3:19][O:20][C:21](=[O:26])[C:22]([NH2:25])([CH3:24])[CH3:23].C(N(CC)C(C)C)(C)C.C(OCC)C, predict the reaction product. (2) The product is: [CH3:1][O:2][C:3]1[CH:11]=[N:10][C:9]([C:32]#[C:31][CH:30]([OH:33])[CH3:29])=[C:8]2[C:4]=1[CH:5]=[CH:6][NH:7]2. Given the reactants [CH3:1][O:2][C:3]1[CH:11]=[N:10][C:9](Br)=[C:8]2[C:4]=1[CH:5]=[CH:6][NH:7]2.O1C=CC=C1P(C1OC=CC=1)C1OC=CC=1.[CH3:29][CH:30]([OH:33])[C:31]#[CH:32], predict the reaction product.